This data is from Peptide-MHC class I binding affinity with 185,985 pairs from IEDB/IMGT. The task is: Regression. Given a peptide amino acid sequence and an MHC pseudo amino acid sequence, predict their binding affinity value. This is MHC class I binding data. (1) The peptide sequence is RRWRRRWQQL. The MHC is Mamu-B03 with pseudo-sequence Mamu-B03. The binding affinity (normalized) is 1.00. (2) The peptide sequence is EQGDIALAL. The MHC is HLA-A11:01 with pseudo-sequence HLA-A11:01. The binding affinity (normalized) is 0. (3) The peptide sequence is CYPYDVPDY. The MHC is HLA-A24:03 with pseudo-sequence HLA-A24:03. The binding affinity (normalized) is 0.500. (4) The peptide sequence is LLFRSIISI. The MHC is HLA-A02:11 with pseudo-sequence HLA-A02:11. The binding affinity (normalized) is 0.820.